Dataset: Forward reaction prediction with 1.9M reactions from USPTO patents (1976-2016). Task: Predict the product of the given reaction. (1) Given the reactants [Cl-].O[NH3+:3].[C:4](=[O:7])([O-])[OH:5].[Na+].CS(C)=O.[CH2:13]([C:17]1[N:18]=[C:19]([CH2:48][CH2:49][O:50][CH3:51])[N:20]([C:39]2[CH:40]=[CH:41][C:42]3[O:46][CH2:45][CH2:44][C:43]=3[CH:47]=2)[C:21](=[O:38])[C:22]=1[CH2:23][C:24]1[CH:29]=[CH:28][C:27]([C:30]2[C:31]([C:36]#[N:37])=[CH:32][CH:33]=[CH:34][CH:35]=2)=[CH:26][CH:25]=1)[CH2:14][CH2:15][CH3:16], predict the reaction product. The product is: [CH2:13]([C:17]1[N:18]=[C:19]([CH2:48][CH2:49][O:50][CH3:51])[N:20]([C:39]2[CH:40]=[CH:41][C:42]3[O:46][CH2:45][CH2:44][C:43]=3[CH:47]=2)[C:21](=[O:38])[C:22]=1[CH2:23][C:24]1[CH:25]=[CH:26][C:27]([C:30]2[CH:35]=[CH:34][CH:33]=[CH:32][C:31]=2[C:36]2[NH:3][C:4](=[O:7])[O:5][N:37]=2)=[CH:28][CH:29]=1)[CH2:14][CH2:15][CH3:16]. (2) Given the reactants [H-].[H-].[H-].[H-].[Li+].[Al+3].[CH2:7]([N:14]1[CH2:19][CH2:18][O:17][CH2:16][C@H:15]1[CH2:20][C:21](OC)=[O:22])[C:8]1[CH:13]=[CH:12][CH:11]=[CH:10][CH:9]=1.C([O-])(O)=O.[Na+].OP([O-])(O)=O.[K+], predict the reaction product. The product is: [CH2:7]([N:14]1[CH2:19][CH2:18][O:17][CH2:16][C@H:15]1[CH2:20][CH2:21][OH:22])[C:8]1[CH:9]=[CH:10][CH:11]=[CH:12][CH:13]=1. (3) Given the reactants Cl.[CH3:2][O:3][C:4]1[C:9]2[N:10]=[C:11]([C:13]3[NH:22][C:16]4[CH2:17][CH2:18][NH:19][CH2:20][CH2:21][C:15]=4[N:14]=3)[S:12][C:8]=2[C:7]([N:23]2[CH2:28][CH2:27][O:26][CH2:25][CH2:24]2)=[CH:6][CH:5]=1.C(N(C(C)C)C(C)C)C.[C:38](Cl)(=[O:40])[CH3:39], predict the reaction product. The product is: [CH3:2][O:3][C:4]1[C:9]2[N:10]=[C:11]([C:13]3[NH:22][C:16]4[CH2:17][CH2:18][N:19]([C:38](=[O:40])[CH3:39])[CH2:20][CH2:21][C:15]=4[N:14]=3)[S:12][C:8]=2[C:7]([N:23]2[CH2:24][CH2:25][O:26][CH2:27][CH2:28]2)=[CH:6][CH:5]=1. (4) The product is: [C:1]([C:5]1[CH:30]=[C:8]2[N:9]=[C:10]([CH3:29])[C:11]([CH:21]([CH2:26][CH2:27][CH3:28])[C:22]([OH:24])=[O:23])=[C:12]([C:13]3[CH:18]=[CH:17][C:16]([CH3:19])=[C:15]([CH3:20])[CH:14]=3)[N:7]2[N:6]=1)([CH3:3])([CH3:4])[CH3:2]. Given the reactants [C:1]([C:5]1[CH:30]=[C:8]2[N:9]=[C:10]([CH3:29])[C:11]([CH:21]([CH2:26][CH2:27][CH3:28])[C:22]([O:24]C)=[O:23])=[C:12]([C:13]3[CH:18]=[CH:17][C:16]([CH3:19])=[C:15]([CH3:20])[CH:14]=3)[N:7]2[N:6]=1)([CH3:4])([CH3:3])[CH3:2].[OH-].[Li+].[OH-].[Na+], predict the reaction product. (5) The product is: [Cl:31][C:32]1[CH:37]=[CH:36][C:35]([NH:38][C:39](=[O:58])[NH:40][C:41]2[CH:42]=[CH:43][C:44]([C:47]3[S:51][C:50]([CH2:52][CH2:53][C:54]([OH:56])=[O:55])=[N:49][CH:48]=3)=[CH:45][CH:46]=2)=[C:34]([O:59][C:60]2[CH:61]=[CH:62][CH:63]=[CH:64][CH:65]=2)[CH:33]=1. Given the reactants FC(F)(F)C1C=C(NC(=O)NC2C=CC(C3SC(CCC(O)=O)=NC=3)=CC=2)C=CC=1.[Cl:31][C:32]1[CH:37]=[CH:36][C:35]([NH:38][C:39](=[O:58])[NH:40][C:41]2[CH:46]=[CH:45][C:44]([C:47]3[S:51][C:50]([CH2:52][CH2:53][C:54]([O:56]C)=[O:55])=[N:49][CH:48]=3)=[CH:43][CH:42]=2)=[C:34]([O:59][C:60]2[CH:65]=[CH:64][CH:63]=[CH:62][CH:61]=2)[CH:33]=1, predict the reaction product. (6) Given the reactants C(OC([N:8]1[CH2:13][CH2:12][CH:11]([C:14]#[C:15][C:16]2[N:21]=[CH:20][CH:19]=[CH:18][N:17]=2)[CH2:10][CH2:9]1)=O)(C)(C)C.C(O)(C(F)(F)F)=O, predict the reaction product. The product is: [NH:8]1[CH2:13][CH2:12][CH:11]([C:14]#[C:15][C:16]2[N:17]=[CH:18][CH:19]=[CH:20][N:21]=2)[CH2:10][CH2:9]1. (7) Given the reactants [F:1][C:2]1[C:7]([C:8]2[CH:13]=[CH:12][CH:11]=[C:10]([CH3:14])[CH:9]=2)=[C:6]([C@:15]([C@@H:23]2[O:28][CH2:27][CH2:26][N:25]([C:29]([O:31][C:32]([CH3:35])([CH3:34])[CH3:33])=[O:30])[CH2:24]2)(O)[CH2:16][CH2:17][CH2:18][CH2:19][O:20][CH3:21])[CH:5]=[CH:4][CH:3]=1.CC[N+](S(N=C(OC)[O-])(=O)=O)(CC)CC, predict the reaction product. The product is: [F:1][C:2]1[C:7]([C:8]2[CH:13]=[CH:12][CH:11]=[C:10]([CH3:14])[CH:9]=2)=[C:6]([C:15]([C@@H:23]2[O:28][CH2:27][CH2:26][N:25]([C:29]([O:31][C:32]([CH3:35])([CH3:34])[CH3:33])=[O:30])[CH2:24]2)=[CH:16][CH2:17][CH2:18][CH2:19][O:20][CH3:21])[CH:5]=[CH:4][CH:3]=1.